Dataset: Reaction yield outcomes from USPTO patents with 853,638 reactions. Task: Predict the reaction yield, written as a fraction of the theoretical maximum amount of product (1.0 means a 100% yield; for example, 0.34 means a 34% yield). (1) The reactants are [CH:1]1([CH2:4][NH:5][C:6](=[O:30])[C:7]2[CH:12]=[C:11]([C:13]3[CH:14]=[C:15]4[C:19](=[CH:20][CH:21]=3)[N:18]([CH:22]3[CH2:27][CH2:26][CH2:25][CH2:24][O:23]3)[N:17]=[C:16]4[CH:28]=O)[CH:10]=[N:9][CH:8]=2)[CH2:3][CH2:2]1.[N:31]1[CH:36]=[C:35]([NH2:37])[C:34]([NH2:38])=[C:33]([C:39]2[CH:40]=[N:41][CH:42]=[CH:43][CH:44]=2)[CH:32]=1.[S]. The catalyst is CN(C=O)C. The product is [CH:1]1([CH2:4][NH:5][C:6](=[O:30])[C:7]2[CH:12]=[C:11]([C:13]3[CH:14]=[C:15]4[C:19](=[CH:20][CH:21]=3)[N:18]([CH:22]3[CH2:27][CH2:26][CH2:25][CH2:24][O:23]3)[N:17]=[C:16]4[C:28]3[NH:37][C:35]4[CH:36]=[N:31][CH:32]=[C:33]([C:39]5[CH:40]=[N:41][CH:42]=[CH:43][CH:44]=5)[C:34]=4[N:38]=3)[CH:10]=[N:9][CH:8]=2)[CH2:2][CH2:3]1. The yield is 0.230. (2) The reactants are [N:1]1([C:6]2[N:11]=[CH:10][C:9]([NH:12][C:13](=[O:21])OC3C=CC=CC=3)=[CH:8][CH:7]=2)[CH2:5][CH2:4][CH2:3][CH2:2]1.[Cl:22][C:23]1[CH:24]=[C:25]([N:29]2[C:33]([CH2:34][NH2:35])=[CH:32][C:31]([C:36]([F:39])([F:38])[F:37])=[N:30]2)[CH:26]=[CH:27][CH:28]=1.C(N(CC)CC)C. The catalyst is CS(C)=O.O. The product is [Cl:22][C:23]1[CH:24]=[C:25]([N:29]2[C:33]([CH2:34][NH:35][C:13]([NH:12][C:9]3[CH:10]=[N:11][C:6]([N:1]4[CH2:2][CH2:3][CH2:4][CH2:5]4)=[CH:7][CH:8]=3)=[O:21])=[CH:32][C:31]([C:36]([F:37])([F:38])[F:39])=[N:30]2)[CH:26]=[CH:27][CH:28]=1. The yield is 0.990.